The task is: Predict the reaction yield, written as a fraction of the theoretical maximum amount of product (1.0 means a 100% yield; for example, 0.34 means a 34% yield).. This data is from Reaction yield outcomes from USPTO patents with 853,638 reactions. (1) The reactants are Cl[C:2]1[C:3]([F:22])=[CH:4][N:5]2[C:10]([C:11]=1[CH3:12])=[C:9]([CH:13]1[CH2:15][CH2:14]1)[CH:8]=[C:7]([C:16]([O:18][CH2:19][CH3:20])=[O:17])[C:6]2=[O:21].[F:23][C:24]1[CH:30]=[C:29](B2OC(C)(C)C(C)(C)O2)[C:28]([F:40])=[CH:27][C:25]=1[NH2:26].C1(P(C2CCCCC2)C2CCCCC2)CCCCC1.[F-].[Cs+]. The catalyst is C([O-])(=O)C.[Pd+2].C([O-])(=O)C.C(#N)C. The product is [NH2:26][C:25]1[C:24]([F:23])=[CH:30][C:29]([C:2]2[C:3]([F:22])=[CH:4][N:5]3[C:10]([C:11]=2[CH3:12])=[C:9]([CH:13]2[CH2:15][CH2:14]2)[CH:8]=[C:7]([C:16]([O:18][CH2:19][CH3:20])=[O:17])[C:6]3=[O:21])=[C:28]([F:40])[CH:27]=1. The yield is 0.350. (2) The reactants are [C:1]([O:4][CH2:5][CH2:6][C:7]([CH2:9]Br)=[CH2:8])(=[O:3])[CH3:2].[C:11](OCCC=CCBr)(=O)[CH2:12]C. No catalyst specified. The product is [C:1]([O:4][CH2:5][CH2:6][C:7](=[CH2:8])[CH2:9][CH2:11][CH3:12])(=[O:3])[CH3:2]. The yield is 0.860. (3) The reactants are [CH2:1]([O:3][C:4]([C:6]1[C:7]([CH2:14][CH3:15])=[N:8][CH:9]=[CH:10][C:11]=1[CH2:12][CH3:13])=[O:5])[CH3:2].C1C=C([Cl:22])C=C(C(OO)=O)C=1. The catalyst is C(Cl)(Cl)Cl. The product is [CH2:1]([O:3][C:4]([C:6]1[C:7]([CH2:14][CH3:15])=[N:8][C:9]([Cl:22])=[CH:10][C:11]=1[CH2:12][CH3:13])=[O:5])[CH3:2]. The yield is 0.200. (4) The reactants are I[C:2]1[CH:3]=[CH:4][C:5]([C:8]([N:10]2[CH2:15][CH2:14][CH2:13][CH2:12][CH2:11]2)=[O:9])=[N:6][CH:7]=1.C(P(C(C)(C)C)C1C=CC=CC=1C1C=CC=CC=1)(C)(C)C.[NH:37]1[CH2:42][CH2:41][O:40][CH2:39][CH2:38]1.CC(C)([O-])C.[Na+]. The product is [N:10]1([C:8]([C:5]2[N:6]=[CH:7][C:2]([N:37]3[CH2:42][CH2:41][O:40][CH2:39][CH2:38]3)=[CH:3][CH:4]=2)=[O:9])[CH2:15][CH2:14][CH2:13][CH2:12][CH2:11]1. The yield is 0.370. The catalyst is C1(C)C=CC=CC=1.C([O-])(=O)C.[Pd+2].C([O-])(=O)C.C(OCC)(=O)C. (5) The reactants are [CH2:1]([O:8][C:9]([NH:11]/[C:12](=[CH:17]\[C:18]1[S:19][CH:20]=[C:21]([Br:23])[CH:22]=1)/[C:13]([O:15][CH3:16])=[O:14])=[O:10])[C:2]1[CH:7]=[CH:6][CH:5]=[CH:4][CH:3]=1.C(N(CC)CC)C.[NH2:31][C:32]1[CH:37]=[CH:36][CH:35]=[CH:34][C:33]=1[SH:38]. The catalyst is CO. The product is [NH2:31][C:32]1[CH:37]=[CH:36][CH:35]=[CH:34][C:33]=1[S:38][CH:17]([C:18]1[S:19][CH:20]=[C:21]([Br:23])[CH:22]=1)[C@@H:12]([C:13]([O:15][CH3:16])=[O:14])[NH:11][C:9]([O:8][CH2:1][C:2]1[CH:7]=[CH:6][CH:5]=[CH:4][CH:3]=1)=[O:10]. The yield is 0.460.